This data is from Peptide-MHC class II binding affinity with 134,281 pairs from IEDB. The task is: Regression. Given a peptide amino acid sequence and an MHC pseudo amino acid sequence, predict their binding affinity value. This is MHC class II binding data. (1) The peptide sequence is GQHTLPRCWLIRNGS. The MHC is DRB5_0101 with pseudo-sequence DRB5_0101. The binding affinity (normalized) is 0.358. (2) The peptide sequence is TKLDSEIKSWLAFAA. The MHC is HLA-DQA10401-DQB10402 with pseudo-sequence HLA-DQA10401-DQB10402. The binding affinity (normalized) is 0.253. (3) The peptide sequence is VEDNLVKLKNVLNVY. The MHC is DRB1_0401 with pseudo-sequence DRB1_0401. The binding affinity (normalized) is 0.471. (4) The peptide sequence is PSPSMGRDIKVQFQS. The MHC is DRB1_0701 with pseudo-sequence DRB1_0701. The binding affinity (normalized) is 0.268. (5) The peptide sequence is FAEVLKDAIKDLVMTKPAPTCNIR. The MHC is DRB4_0101 with pseudo-sequence DRB4_0103. The binding affinity (normalized) is 0.